This data is from Full USPTO retrosynthesis dataset with 1.9M reactions from patents (1976-2016). The task is: Predict the reactants needed to synthesize the given product. (1) The reactants are: Br[C:2]1[C:3]([O:12][CH3:13])=[C:4]([CH:9]=[CH:10][CH:11]=1)[C:5]([O:7][CH3:8])=[O:6].[Cl:14][C:15]1[CH:20]=[CH:19][C:18](B(O)O)=[CH:17][CH:16]=1.C([O-])([O-])=O.[K+].[K+]. Given the product [Cl:14][C:15]1[CH:20]=[CH:19][C:18]([C:2]2[CH:11]=[CH:10][CH:9]=[C:4]([C:5]([O:7][CH3:8])=[O:6])[C:3]=2[O:12][CH3:13])=[CH:17][CH:16]=1, predict the reactants needed to synthesize it. (2) Given the product [CH2:29]([O:36][C:37]1[CH:38]=[CH:39][C:40]([CH2:41][N:42]([CH3:43])[C:24]([C:20]2[N:21]([CH3:23])[CH:22]=[C:18]([NH:17][C:15]([C:10]3[C:9]([C:6]4[CH:5]=[CH:4][C:3]([C:2]([F:28])([F:27])[F:1])=[CH:8][CH:7]=4)=[CH:14][CH:13]=[CH:12][CH:11]=3)=[O:16])[CH:19]=2)=[O:26])=[CH:44][CH:45]=1)[C:30]1[CH:31]=[CH:32][CH:33]=[CH:34][CH:35]=1, predict the reactants needed to synthesize it. The reactants are: [F:1][C:2]([F:28])([F:27])[C:3]1[CH:8]=[CH:7][C:6]([C:9]2[C:10]([C:15]([NH:17][C:18]3[CH:19]=[C:20]([C:24]([OH:26])=O)[N:21]([CH3:23])[CH:22]=3)=[O:16])=[CH:11][CH:12]=[CH:13][CH:14]=2)=[CH:5][CH:4]=1.[CH2:29]([O:36][C:37]1[CH:45]=[CH:44][C:40]([CH2:41][NH:42][CH3:43])=[CH:39][CH:38]=1)[C:30]1[CH:35]=[CH:34][CH:33]=[CH:32][CH:31]=1.CN(C(ON1N=NC2C=CC=CC1=2)=[N+](C)C)C.[B-](F)(F)(F)F.C(N(C(C)C)C(C)C)C. (3) Given the product [CH:34]([N:13]([C:10]1[S:11][CH:12]=[CH:8][N:9]=1)[C:40](=[O:39])[O:41][C:32]([CH3:31])([CH3:27])[CH3:49])([CH3:35])[CH3:33], predict the reactants needed to synthesize it. The reactants are: C([C:8]1[N:9]=[C:10]([NH2:13])[S:11][CH:12]=1)(OC(C)(C)C)=O.C1(P([C:27]2[CH:32]=[CH:31]C=CC=2)C2C=CC=CC=2)C=CC=CC=1.[CH3:33][CH:34](O)[CH3:35].CC[O:39][C:40](/N=N/C(OCC)=O)=[O:41].[CH2:49]1COCC1. (4) Given the product [CH2:19]([O:18][C:12]1[CH:13]=[CH:14][CH:15]=[C:16]([F:17])[C:11]=1[CH:2]1[N:1]([CH2:29][C:28]2[CH:31]=[CH:32][C:25]([O:24][CH2:21][CH2:22][CH3:23])=[CH:26][CH:27]=2)[C:5](=[O:7])[CH:4]([CH3:10])[CH2:3]1)[CH3:20], predict the reactants needed to synthesize it. The reactants are: [NH2:1][CH:2]([C:11]1[C:16]([F:17])=[CH:15][CH:14]=[CH:13][C:12]=1[O:18][CH2:19][CH3:20])[CH2:3][CH:4]([CH3:10])[C:5]([O:7]CC)=O.[CH2:21]([O:24][C:25]1[CH:32]=[CH:31][C:28]([CH:29]=O)=[CH:27][CH:26]=1)[CH2:22][CH3:23]. (5) Given the product [OH:11][C:12]1[CH:17]=[CH:16][CH:15]=[CH:14][C:13]=1[C:2]1[CH:10]=[CH:9][C:5]([C:6]([OH:8])=[O:7])=[CH:4][CH:3]=1, predict the reactants needed to synthesize it. The reactants are: Cl[C:2]1[CH:10]=[CH:9][C:5]([C:6]([OH:8])=[O:7])=[CH:4][CH:3]=1.[OH:11][C:12]1[CH:17]=[CH:16][CH:15]=[CH:14][C:13]=1B(O)O.C([O-])([O-])=O.[K+].[K+]. (6) Given the product [N:3]1[C:4]2[C:9](=[CH:8][CH:7]=[CH:6][CH:5]=2)[N:10]=[CH:11][C:2]=1[NH:12][C:13]1[CH:24]=[CH:23][C:16]([C:17]([O:19][CH:20]([CH3:21])[CH3:22])=[O:18])=[CH:15][CH:14]=1, predict the reactants needed to synthesize it. The reactants are: Cl[C:2]1[CH:11]=[N:10][C:9]2[C:4](=[CH:5][CH:6]=[CH:7][CH:8]=2)[N:3]=1.[NH2:12][C:13]1[CH:24]=[CH:23][C:16]([C:17]([O:19][CH:20]([CH3:22])[CH3:21])=[O:18])=[CH:15][CH:14]=1.